Dataset: Reaction yield outcomes from USPTO patents with 853,638 reactions. Task: Predict the reaction yield, written as a fraction of the theoretical maximum amount of product (1.0 means a 100% yield; for example, 0.34 means a 34% yield). (1) The reactants are [C:1]1([N:11]2[CH:15]=[N:14][NH:13][C:12]2=[S:16])[C:10]2[C:5](=[CH:6][CH:7]=[CH:8][CH:9]=2)[CH:4]=[CH:3][CH:2]=1.Br[CH2:18][C:19]([NH:21][C:22]1[CH:27]=[CH:26][CH:25]=[CH:24][C:23]=1[N+:28]([O-:30])=[O:29])=[O:20].N1C=CC=CC=1. The catalyst is CS(C)=O.O. The product is [C:1]1([N:11]2[CH:15]=[N:14][N:13]=[C:12]2[S:16][CH2:18][C:19]([NH:21][C:22]2[CH:27]=[CH:26][CH:25]=[CH:24][C:23]=2[N+:28]([O-:30])=[O:29])=[O:20])[C:10]2[C:5](=[CH:6][CH:7]=[CH:8][CH:9]=2)[CH:4]=[CH:3][CH:2]=1. The yield is 0.0200. (2) The reactants are [CH3:1][N:2]1[C:10]2[C@@:9]3([CH3:14])[C:11]([CH3:13])([CH3:12])[C@H:6]([CH2:7][CH2:8]3)[C:5]=2[C:4](=[O:15])[NH:3]1.[F:16][C:17]([F:27])([F:26])[C:18]1[CH:25]=[CH:24][CH:23]=[CH:22][C:19]=1[CH2:20]Br. The catalyst is CN(C)C=O. The product is [CH3:1][N:2]1[C:10]2[C@@:9]3([CH3:14])[C:11]([CH3:12])([CH3:13])[C@H:6]([CH2:7][CH2:8]3)[C:5]=2[C:4](=[O:15])[N:3]1[CH2:20][C:19]1[CH:22]=[CH:23][CH:24]=[CH:25][C:18]=1[C:17]([F:16])([F:26])[F:27]. The yield is 0.320. (3) The yield is 0.0900. The product is [Cl:1][C:2]1[N:7]=[CH:6][C:5]([C:8]2[C:9]([C:10]3[CH:15]=[CH:14][N:13]=[CH:12][CH:11]=3)=[C:8]([C:5]3[CH:6]=[N:7][C:2]([Cl:1])=[CH:3][CH:4]=3)[N:17]=[C:18]3[NH:19][N:20]=[C:21]([CH3:23])[C:22]=23)=[CH:4][CH:3]=1. The reactants are [Cl:1][C:2]1[N:7]=[CH:6][C:5]([C:8](=O)[CH2:9][C:10]2[CH:15]=[CH:14][N:13]=[CH:12][CH:11]=2)=[CH:4][CH:3]=1.[NH2:17][C:18]1[NH:19][N:20]=[C:21]([CH3:23])[CH:22]=1. No catalyst specified. (4) The reactants are [CH3:1][C:2]1[O:6][C:5]([C:7]2[CH:23]=[CH:22][C:10]([C:11]([NH:13][CH2:14][CH2:15][C:16]3[CH:17]=[N:18][CH:19]=[CH:20][CH:21]=3)=[O:12])=[CH:9][CH:8]=2)=[N:4][C:3]=1[CH2:24][S:25]([CH:28]1[CH2:33][CH2:32][NH:31][CH2:30][CH2:29]1)(=[O:27])=[O:26].[CH2:34]=O. The catalyst is C(O)=O. The product is [CH3:1][C:2]1[O:6][C:5]([C:7]2[CH:8]=[CH:9][C:10]([C:11]([NH:13][CH2:14][CH2:15][C:16]3[CH:17]=[N:18][CH:19]=[CH:20][CH:21]=3)=[O:12])=[CH:22][CH:23]=2)=[N:4][C:3]=1[CH2:24][S:25]([CH:28]1[CH2:29][CH2:30][N:31]([CH3:34])[CH2:32][CH2:33]1)(=[O:27])=[O:26]. The yield is 0.110. (5) The reactants are [CH3:1][C:2]1[CH:7]=[CH:6][C:5]([S:8]([O:11][CH2:12][C@H:13]2[CH:22]=[CH:21][C:20]3[C:15](=[C:16]([C:24]4[CH:29]=[CH:28][C:27]([Cl:30])=[CH:26][C:25]=4[CH3:31])[C:17]([F:23])=[CH:18][CH:19]=3)[O:14]2)(=[O:10])=[O:9])=[CH:4][CH:3]=1. The catalyst is C(O)C.C(OCC)(=O)C.[Pt](=O)=O. The product is [CH3:1][C:2]1[CH:3]=[CH:4][C:5]([S:8]([O:11][CH2:12][C@H:13]2[CH2:22][CH2:21][C:20]3[C:15](=[C:16]([C:24]4[CH:29]=[CH:28][C:27]([Cl:30])=[CH:26][C:25]=4[CH3:31])[C:17]([F:23])=[CH:18][CH:19]=3)[O:14]2)(=[O:10])=[O:9])=[CH:6][CH:7]=1. The yield is 1.00. (6) The product is [CH2:35]([O:37][C:38](=[O:43])[CH2:39][C:11]([C@H:8]1[CH2:9][CH2:10][N:5]([C:3]([O:2][CH3:1])=[O:4])[C@@H:6]([C:14]2[CH:19]=[C:18]([F:20])[C:17]([F:21])=[CH:16][C:15]=2[F:22])[CH2:7]1)=[O:13])[CH3:36]. The catalyst is CN1C2C(N=C(N)NC=2NCC1CNC1C=CC(C(NC(C(O)=O)CCC(O)=O)=O)=CC=1)=O.O.CC(OC)(C)C. The yield is 0.640. The reactants are [CH3:1][O:2][C:3]([N:5]1[CH2:10][CH2:9][CH:8]([C:11]([OH:13])=O)[CH2:7][CH:6]1[C:14]1[CH:19]=[C:18]([F:20])[C:17]([F:21])=[CH:16][C:15]=1[F:22])=[O:4].N1(C(N2C=CN=C2)=O)C=CN=C1.[CH2:35]([O:37][C:38](=[O:43])[CH2:39]C([O-])=O)[CH3:36].[K+].[Cl-].[Mg+2].[Cl-].Cl.